Dataset: TCR-epitope binding with 47,182 pairs between 192 epitopes and 23,139 TCRs. Task: Binary Classification. Given a T-cell receptor sequence (or CDR3 region) and an epitope sequence, predict whether binding occurs between them. (1) The epitope is PKYVKQNTLKLAT. The TCR CDR3 sequence is CASSFSWYNEQFF. Result: 0 (the TCR does not bind to the epitope). (2) The TCR CDR3 sequence is CASSPTPPPGPGKFF. The epitope is FLNRFTTTL. Result: 0 (the TCR does not bind to the epitope).